From a dataset of NCI-60 drug combinations with 297,098 pairs across 59 cell lines. Regression. Given two drug SMILES strings and cell line genomic features, predict the synergy score measuring deviation from expected non-interaction effect. (1) Drug 1: C1=NC(=NC(=O)N1C2C(C(C(O2)CO)O)O)N. Drug 2: N.N.Cl[Pt+2]Cl. Cell line: IGROV1. Synergy scores: CSS=65.2, Synergy_ZIP=-4.27, Synergy_Bliss=-0.564, Synergy_Loewe=-2.30, Synergy_HSA=3.99. (2) Drug 1: CC1C(C(CC(O1)OC2CC(OC(C2O)C)OC3=CC4=CC5=C(C(=O)C(C(C5)C(C(=O)C(C(C)O)O)OC)OC6CC(C(C(O6)C)O)OC7CC(C(C(O7)C)O)OC8CC(C(C(O8)C)O)(C)O)C(=C4C(=C3C)O)O)O)O. Drug 2: COC1=C2C(=CC3=C1OC=C3)C=CC(=O)O2. Cell line: COLO 205. Synergy scores: CSS=3.81, Synergy_ZIP=1.87, Synergy_Bliss=-0.842, Synergy_Loewe=-45.4, Synergy_HSA=-3.14.